Predict the reaction yield, written as a fraction of the theoretical maximum amount of product (1.0 means a 100% yield; for example, 0.34 means a 34% yield). From a dataset of Reaction yield outcomes from USPTO patents with 853,638 reactions. (1) The reactants are CN(C(ON1N=NC2C=CC=CC1=2)=[N+](C)C)C.F[P-](F)(F)(F)(F)F.Cl.Cl.[CH3:27][C@H:28]1[C:36]2[C:35]([N:37]3[CH2:42][CH2:41][NH:40][CH2:39][CH2:38]3)=[N:34][CH:33]=[N:32][C:31]=2[CH2:30][CH2:29]1.[C:43]([O:47][C:48]([NH:50][C:51]([CH3:65])([CH3:64])[CH2:52][CH:53]([C:57]1[CH:62]=[CH:61][C:60]([Cl:63])=[CH:59][CH:58]=1)[C:54](O)=[O:55])=[O:49])([CH3:46])([CH3:45])[CH3:44].CCN(C(C)C)C(C)C. The catalyst is C(Cl)Cl.C([O-])([O-])=O.[Na+].[Na+].CC(=O)OCC. The product is [Cl:63][C:60]1[CH:59]=[CH:58][C:57]([C@H:53]([C:54]([N:40]2[CH2:41][CH2:42][N:37]([C:35]3[C:36]4[CH:28]([CH3:27])[CH2:29][CH2:30][C:31]=4[N:32]=[CH:33][N:34]=3)[CH2:38][CH2:39]2)=[O:55])[CH2:52][C:51]([NH:50][C:48](=[O:49])[O:47][C:43]([CH3:45])([CH3:44])[CH3:46])([CH3:65])[CH3:64])=[CH:62][CH:61]=1. The yield is 0.950. (2) The product is [Cl:16][C:11]1[CH:12]=[CH:13][CH:14]=[CH:15][C:10]=1[C:8]([NH:7][C:5]1[S:6][C:2]([C:23]2[N:19]([CH2:17][CH3:18])[N:20]=[C:21]([C:27]([F:30])([F:29])[F:28])[CH:22]=2)=[CH:3][N:4]=1)=[O:9]. The reactants are Br[C:2]1[S:6][C:5]([NH:7][C:8]([C:10]2[CH:15]=[CH:14][CH:13]=[CH:12][C:11]=2[Cl:16])=[O:9])=[N:4][CH:3]=1.[CH2:17]([N:19]1[C:23](B(O)O)=[CH:22][C:21]([C:27]([F:30])([F:29])[F:28])=[N:20]1)[CH3:18].P([O-])([O-])([O-])=O.[K+].[K+].[K+].CC(=O)OCC.[Cl-].[Na+].O. The catalyst is CC(N(C)C)=O.O. The yield is 0.140. (3) The product is [OH:4][C:3]1[CH:5]=[CH:6][C:7]([OH:8])=[C:1]([OH:12])[C:2]=1[OH:11]. The yield is 0.540. No catalyst specified. The reactants are [C@H:1]1([OH:12])[CH:7]([OH:8])[C@@H:6](O)[C@H:5](O)[C:3](=[O:4])[C@@H:2]1[OH:11].OS(O)(=O)=O.C([O-])(O)=O.[Na+].